This data is from Forward reaction prediction with 1.9M reactions from USPTO patents (1976-2016). The task is: Predict the product of the given reaction. (1) The product is: [F:15][C:16]1[CH:21]=[CH:20][CH:19]=[CH:18][C:17]=1[CH:22]([C:24]1[CH:29]=[CH:28][CH:27]=[CH:26][C:25]=1[F:30])[O:1][C:2]1[CH:11]=[CH:10][C:9]([N+:12]([O-:14])=[O:13])=[CH:8][C:3]=1[C:4]([O:6][CH3:7])=[O:5]. Given the reactants [OH:1][C:2]1[CH:11]=[CH:10][C:9]([N+:12]([O-:14])=[O:13])=[CH:8][C:3]=1[C:4]([O:6][CH3:7])=[O:5].[F:15][C:16]1[CH:21]=[CH:20][CH:19]=[CH:18][C:17]=1[CH:22]([C:24]1[CH:29]=[CH:28][CH:27]=[CH:26][C:25]=1[F:30])O.C1(C)C=CC=CC=1.C1(P(C2C=CC=CC=2)C2C=CC=CC=2)C=CC=CC=1, predict the reaction product. (2) Given the reactants [CH2:1]([O:3][C:4]([C:6]1[CH:11]=[CH:10][C:9](B(O)O)=[CH:8][CH:7]=1)=[O:5])[CH3:2].[C:15](=[O:18])([O-])[O-:16].[Na+].[Na+].[C:21](#[N:23])[CH3:22], predict the reaction product. The product is: [CH2:1]([O:3][C:4]([C:6]1[CH:11]=[CH:10][C:9]([C:8]2[CH2:22][CH2:21][N:23]([C:15]([O:16][C:6]([CH3:11])([CH3:7])[CH3:4])=[O:18])[CH2:10][CH:9]=2)=[CH:8][CH:7]=1)=[O:5])[CH3:2]. (3) Given the reactants [OH:1][C:2]1[CH:9]=[CH:8][C:5]([CH:6]=[O:7])=[CH:4][CH:3]=1.C1(P(C2C=CC=CC=2)C2C=CC=CC=2)C=CC=CC=1.[CH2:29](O)[CH2:30][CH2:31][CH2:32][CH2:33][CH2:34][CH2:35][CH2:36][CH2:37][C:38]#[CH:39].N(C(OC(C)C)=O)=NC(OC(C)C)=O, predict the reaction product. The product is: [CH2:39]([O:1][C:2]1[CH:9]=[CH:8][C:5]([CH:6]=[O:7])=[CH:4][CH:3]=1)[CH2:38][CH2:37][CH2:36][CH2:35][CH2:34][CH2:33][CH2:32][CH2:31][C:30]#[CH:29]. (4) Given the reactants [CH3:1][CH:2]1[CH2:11][C:10]2[N:9]=[N:8][C:7]([C:12]3[CH:17]=[CH:16][CH:15]=[C:14]([C:18]([F:21])([F:20])[F:19])[CH:13]=3)=[CH:6][C:5]=2[CH:4]([OH:22])[CH2:3]1.Cl.[CH3:24][N:25]([CH3:32])[CH2:26][CH2:27][CH2:28][C:29](O)=[O:30].C1(N=C=NC2CCCCC2)CCCCC1.C(OCC)(=O)C, predict the reaction product. The product is: [CH3:24][N:25]([CH3:32])[CH2:26][CH2:27][CH2:28][C:29]([O:22][CH:4]1[CH2:3][CH:2]([CH3:1])[CH2:11][C:10]2[N:9]=[N:8][C:7]([C:12]3[CH:17]=[CH:16][CH:15]=[C:14]([C:18]([F:21])([F:20])[F:19])[CH:13]=3)=[CH:6][C:5]1=2)=[O:30]. (5) Given the reactants [Si]([O:8][C:9]1[CH:14]=[CH:13][C:12]([N:15]2[C:20](=[O:21])[C:19]3[CH:22]=[C:23]([C:25]4[CH:30]=[CH:29][C:28]([Cl:31])=[CH:27][CH:26]=4)[O:24][C:18]=3[N:17]=[CH:16]2)=[CH:11][C:10]=1[O:32][CH3:33])(C(C)(C)C)(C)C.CCCC[N+](CCCC)(CCCC)CCCC.[F-].Cl, predict the reaction product. The product is: [Cl:31][C:28]1[CH:27]=[CH:26][C:25]([C:23]2[O:24][C:18]3[N:17]=[CH:16][N:15]([C:12]4[CH:13]=[CH:14][C:9]([OH:8])=[C:10]([O:32][CH3:33])[CH:11]=4)[C:20](=[O:21])[C:19]=3[CH:22]=2)=[CH:30][CH:29]=1. (6) Given the reactants I[C:2]1[CH:3]=[CH:4][C:5]([N+:13]([O-:15])=[O:14])=[C:6]([CH:12]=1)[C:7]([N:9]([CH3:11])[CH3:10])=[O:8].[Br-].[CH2:17]([O:19][C:20](=[O:24])[CH2:21][CH2:22][Zn+])[CH3:18], predict the reaction product. The product is: [CH2:17]([O:19][C:20](=[O:24])[CH2:21][CH2:22][C:2]1[CH:3]=[CH:4][C:5]([N+:13]([O-:15])=[O:14])=[C:6]([C:7](=[O:8])[N:9]([CH3:11])[CH3:10])[CH:12]=1)[CH3:18].